Dataset: Full USPTO retrosynthesis dataset with 1.9M reactions from patents (1976-2016). Task: Predict the reactants needed to synthesize the given product. (1) Given the product [C:14]([O:13][C:11]([NH:10][C:9]([N:18]1[CH2:27][CH2:26][C:25]2[C:20](=[CH:21][C:22]([O:28][CH2:29][CH:30]3[CH2:35][CH2:34][N:33]([C:44]4[CH:49]=[CH:48][C:47]([N+:50]([O-:52])=[O:51])=[CH:46][N:45]=4)[CH2:32][CH2:31]3)=[CH:23][CH:24]=2)[CH2:19]1)=[N:8][C:6]([O:5][C:1]([CH3:2])([CH3:3])[CH3:4])=[O:7])=[O:12])([CH3:17])([CH3:16])[CH3:15], predict the reactants needed to synthesize it. The reactants are: [C:1]([O:5][C:6]([NH:8][C:9]([N:18]1[CH2:27][CH2:26][C:25]2[C:20](=[CH:21][C:22]([O:28][CH2:29][CH:30]3[CH2:35][CH2:34][NH:33][CH2:32][CH2:31]3)=[CH:23][CH:24]=2)[CH2:19]1)=[N:10][C:11]([O:13][C:14]([CH3:17])([CH3:16])[CH3:15])=[O:12])=[O:7])([CH3:4])([CH3:3])[CH3:2].C(N(CC)CC)C.Cl[C:44]1[CH:49]=[CH:48][C:47]([N+:50]([O-:52])=[O:51])=[CH:46][N:45]=1. (2) The reactants are: [Br:1][C:2]1[CH:3]=[C:4]([CH:7]=[O:8])[S:5][CH:6]=1.Cl([O-])=O.[Na+].OP([O-])(O)=O.[Na+].CC(=CC)C.C[C:25]([OH:28])(C)C. Given the product [Br:1][C:2]1[CH:3]=[C:4]([C:7]([O:28][CH3:25])=[O:8])[S:5][CH:6]=1, predict the reactants needed to synthesize it. (3) The reactants are: Cl[C:2]1[N:7]=[C:6](Cl)[C:5]([F:9])=[CH:4][N:3]=1.[CH3:10][O:11][C:12]1[CH:13]=[C:14]([CH:16]=[CH:17][CH:18]=1)[NH2:15]. Given the product [CH3:10][O:11][C:12]1[CH:13]=[C:14]([NH:15][C:2]2[N:7]=[C:6]([NH:15][C:14]3[CH:16]=[CH:17][CH:18]=[C:12]([O:11][CH3:10])[CH:13]=3)[C:5]([F:9])=[CH:4][N:3]=2)[CH:16]=[CH:17][CH:18]=1, predict the reactants needed to synthesize it.